This data is from Full USPTO retrosynthesis dataset with 1.9M reactions from patents (1976-2016). The task is: Predict the reactants needed to synthesize the given product. (1) Given the product [F:23][C:24]([C:27]1[CH:28]=[C:29]([CH:32]=[CH:33][CH:34]=1)[C:30]#[N:31])([F:26])[CH3:25].[F:23][C:24]([C:27]1[CH:28]=[C:29]([CH:32]=[CH:33][CH:34]=1)[CH:30]=[O:3])([F:26])[CH3:25], predict the reactants needed to synthesize it. The reactants are: C(C1C=C(C=CC=1)C#N)(=[O:3])C.BrC1C=NC=C(C(F)(F)C)C=1.[F:23][C:24]([C:27]1[CH:28]=[C:29]([CH:32]=[CH:33][CH:34]=1)[C:30]#[N:31])([F:26])[CH3:25].CC(C[AlH]CC(C)C)C.Cl. (2) Given the product [O:25]=[C:20]1[CH:21]=[CH:22][CH:23]=[CH:24][N:19]1[CH2:18][C:15]1[CH:16]=[CH:17][C:12]([CH2:11][N:9]2[CH:10]=[C:6]([C:4]([OH:5])=[O:3])[C:7]([C:26]([F:29])([F:28])[F:27])=[N:8]2)=[CH:13][CH:14]=1, predict the reactants needed to synthesize it. The reactants are: C([O:3][C:4]([C:6]1[C:7]([C:26]([F:29])([F:28])[F:27])=[N:8][N:9]([CH2:11][C:12]2[CH:17]=[CH:16][C:15]([CH2:18][N:19]3[CH:24]=[CH:23][CH:22]=[CH:21][C:20]3=[O:25])=[CH:14][CH:13]=2)[CH:10]=1)=[O:5])C.[OH-].[Li+]. (3) Given the product [CH:4]([C:5]1[CH:6]=[CH:7][C:8]([CH2:9][N:10]([CH2:18][C:19]2[NH:20][CH:21]=[CH:22][N:23]=2)[C:11]([C:13]2[NH:17][CH:16]=[CH:15][N:14]=2)=[O:12])=[CH:32][CH:33]=1)=[O:3], predict the reactants needed to synthesize it. The reactants are: C([O:3][CH:4](OCC)[C:5]1[CH:33]=[CH:32][C:8]([CH2:9][N:10]([CH2:18][C:19]2[N:20](COCC[Si](C)(C)C)[CH:21]=[CH:22][N:23]=2)[C:11]([C:13]2[NH:14][CH:15]=[CH:16][N:17]=2)=[O:12])=[CH:7][CH:6]=1)C. (4) Given the product [CH2:16]([O:15][C@H:12]1[CH2:13][CH2:14][N:10]([C:3]([O:5][C:6]([CH3:9])([CH3:8])[CH3:7])=[O:4])[CH2:11]1)[C:17]1[CH:22]=[CH:21][CH:20]=[CH:19][CH:18]=1, predict the reactants needed to synthesize it. The reactants are: [H-].[Na+].[C:3]([N:10]1[CH2:14][CH2:13][C@H:12]([OH:15])[CH2:11]1)([O:5][C:6]([CH3:9])([CH3:8])[CH3:7])=[O:4].[CH2:16](Br)[C:17]1[CH:22]=[CH:21][CH:20]=[CH:19][CH:18]=1. (5) Given the product [F:15][C:2]([F:1])([F:14])[O:3][C:4]1[CH:13]=[CH:12][C:7]2[N:8]=[C:9]([NH:11][NH2:21])[S:10][C:6]=2[CH:5]=1, predict the reactants needed to synthesize it. The reactants are: [F:1][C:2]([F:15])([F:14])[O:3][C:4]1[CH:13]=[CH:12][C:7]2[N:8]=[C:9]([NH2:11])[S:10][C:6]=2[CH:5]=1.S([O-])([O-])(=O)=O.[NH3+:21]N.[NH3+]N.O.NN. (6) Given the product [CH3:31][O:32][C:33]1[CH:38]=[CH:37][C:36]([C:2]2[S:6][C:5]([C:7]3[CH:8]=[CH:9][C:10]4[CH2:17][CH:16]5[C:18]6([CH2:22][N:21]([CH2:23][C:24]([F:27])([F:26])[F:25])[S:20](=[O:29])(=[O:28])[NH:19]6)[CH:13]([CH2:14][CH2:15]5)[CH2:12][C:11]=4[CH:30]=3)=[N:4][CH:3]=2)=[CH:35][CH:34]=1, predict the reactants needed to synthesize it. The reactants are: Br[C:2]1[S:6][C:5]([C:7]2[CH:8]=[CH:9][C:10]3[CH2:17][CH:16]4[C:18]5([CH2:22][N:21]([CH2:23][C:24]([F:27])([F:26])[F:25])[S:20](=[O:29])(=[O:28])[NH:19]5)[CH:13]([CH2:14][CH2:15]4)[CH2:12][C:11]=3[CH:30]=2)=[N:4][CH:3]=1.[CH3:31][O:32][C:33]1[CH:38]=[CH:37][C:36](B(O)O)=[CH:35][CH:34]=1. (7) Given the product [Cl:1][C:2]1[CH:7]=[CH:6][C:5]([C:8]2[N:12]([C:13]3[CH:18]=[CH:17][C:16]([Cl:19])=[CH:15][C:14]=3[Cl:20])[N:11]=[C:10]([C:21]3[S:48][C:25]([CH:27]4[CH2:32][CH2:31][CH2:30][CH2:29][CH2:28]4)=[CH:24][N:23]=3)[C:9]=2[CH3:33])=[CH:4][CH:3]=1, predict the reactants needed to synthesize it. The reactants are: [Cl:1][C:2]1[CH:7]=[CH:6][C:5]([C:8]2[N:12]([C:13]3[CH:18]=[CH:17][C:16]([Cl:19])=[CH:15][C:14]=3[Cl:20])[N:11]=[C:10]([C:21]([NH:23][CH2:24][C:25]([CH:27]3[CH2:32][CH2:31][CH2:30][CH2:29][CH2:28]3)=O)=O)[C:9]=2[CH3:33])=[CH:4][CH:3]=1.O1C=CN=C1.COC1C=CC(P2(SP(C3C=CC(OC)=CC=3)(=S)S2)=[S:48])=CC=1.